From a dataset of Full USPTO retrosynthesis dataset with 1.9M reactions from patents (1976-2016). Predict the reactants needed to synthesize the given product. (1) The reactants are: ClC1C(F)=CC(F)=C(C=1)C(NS(C)(=O)=O)=O.[Cl:17][C:18]1[C:19](F)=[CH:20][C:21]([F:33])=[C:22]([CH:32]=1)[C:23]([NH:25][S:26](=[O:31])(=[O:30])[N:27]([CH3:29])[CH3:28])=[O:24].C12(CO)CC3CC(CC(C3)C1)C2.[CH3:47][C@@:48]12[C@H:56]([OH:57])[CH2:55][C@@H:51]([C:52]1([CH3:54])[CH3:53])[CH2:50][CH2:49]2. Given the product [Cl:17][C:18]1[C:19]([O:57][C@@H:56]2[CH2:55][C@H:51]3[C:52]([CH3:54])([CH3:53])[C@:48]2([CH3:47])[CH2:49][CH2:50]3)=[CH:20][C:21]([F:33])=[C:22]([CH:32]=1)[C:23]([NH:25][S:26](=[O:31])(=[O:30])[N:27]([CH3:29])[CH3:28])=[O:24], predict the reactants needed to synthesize it. (2) Given the product [C:13]([O:12][C:11]([N:10]([CH2:9][C@@H:8]([C:4]1[CH:5]=[CH:6][CH:7]=[C:2]([Cl:1])[CH:3]=1)[OH:28])[CH2:18][CH2:19][NH:20][C:21]1[CH:26]=[CH:25][C:24]([C:38]2[CH:39]=[CH:40][C:41]([C:42]([O:44][CH3:45])=[O:43])=[C:36]([O:35][CH:29]3[CH2:34][CH2:33][CH2:32][CH2:31][CH2:30]3)[CH:37]=2)=[CH:23][CH:22]=1)=[O:17])([CH3:16])([CH3:15])[CH3:14], predict the reactants needed to synthesize it. The reactants are: [Cl:1][C:2]1[CH:3]=[C:4]([C@@H:8]([OH:28])[CH2:9][N:10]([CH2:18][CH2:19][NH:20][C:21]2[CH:26]=[CH:25][C:24](I)=[CH:23][CH:22]=2)[C:11](=[O:17])[O:12][C:13]([CH3:16])([CH3:15])[CH3:14])[CH:5]=[CH:6][CH:7]=1.[CH:29]1([O:35][C:36]2[CH:37]=[C:38](B(O)O)[CH:39]=[CH:40][C:41]=2[C:42]([O:44][CH3:45])=[O:43])[CH2:34][CH2:33][CH2:32][CH2:31][CH2:30]1.P([O-])([O-])([O-])=O.[K+].[K+].[K+]. (3) The reactants are: C1(P(C2C=CC=CC=2)C2C=CC=CC=2)C=CC=CC=1.[CH3:20][N:21]1[C:25]([CH3:26])=[C:24]([C:27]([OH:29])=O)[C:23]([CH3:30])=[N:22]1.ClN1C(=O)CCC1=O.[CH:39]1([CH2:42][N:43]2[C:51]3[N:50]=[C:49]([CH2:52][C:53]4[CH:58]=[CH:57][C:56]([NH:59][CH2:60][CH3:61])=[CH:55][CH:54]=4)[NH:48][C:47]=3[C:46](=[O:62])[N:45]([CH2:63][C:64]3[CH:69]=[CH:68][CH:67]=[CH:66][C:65]=3[F:70])[C:44]2=[O:71])[CH2:41][CH2:40]1.C(N(CC)CC)C. Given the product [CH:39]1([CH2:42][N:43]2[C:51]3[N:50]=[C:49]([CH2:52][C:53]4[CH:54]=[CH:55][C:56]([N:59]([CH2:60][CH3:61])[C:27]([C:24]5[C:23]([CH3:30])=[N:22][N:21]([CH3:20])[C:25]=5[CH3:26])=[O:29])=[CH:57][CH:58]=4)[NH:48][C:47]=3[C:46](=[O:62])[N:45]([CH2:63][C:64]3[CH:69]=[CH:68][CH:67]=[CH:66][C:65]=3[F:70])[C:44]2=[O:71])[CH2:41][CH2:40]1, predict the reactants needed to synthesize it. (4) The reactants are: O=P12OP3(OP(OP(O3)(O1)=O)(=O)O2)=O.[CH:15]([NH:17][CH2:18][CH2:19][C:20]1[CH:25]=[CH:24][CH:23]=[CH:22][CH:21]=1)=O.[OH-].[K+]. Given the product [CH2:15]1[C:25]2[C:20](=[CH:21][CH:22]=[CH:23][CH:24]=2)[CH:19]=[CH:18][NH:17]1, predict the reactants needed to synthesize it. (5) The reactants are: P([O-])([O-])([O-])=[O:2].[K+].[K+].[K+].[O:9]1[CH:13]=[CH:12][CH:11]=[C:10]1[C:14]#[N:15].C(#N)C.[OH2:19].CN(C)[C:22](=[O:29])[C:23]1[CH:28]=[CH:27][CH:26]=CC=1. Given the product [O:9]1[CH:13]=[CH:12][CH:11]=[C:10]1[C:14]([NH2:15])=[O:29].[O:19]1[CH:26]=[CH:27][CH:28]=[C:23]1[C:22]([OH:29])=[O:2], predict the reactants needed to synthesize it. (6) Given the product [CH3:1][C:2]1[S:3][C:4]2[C:10]3[N:30]=[C:28]([NH:27][C:23]4[CH:24]=[CH:25][CH:26]=[C:21]([N+:18]([O-:20])=[O:19])[CH:22]=4)[N:29]=[CH:12][C:9]=3[CH2:8][CH2:7][C:5]=2[N:6]=1, predict the reactants needed to synthesize it. The reactants are: [CH3:1][C:2]1[S:3][C:4]2[C:10](=O)[CH:9]([CH:12]=O)[CH2:8][CH2:7][C:5]=2[N:6]=1.[N+]([O-])(O)=O.[N+:18]([C:21]1[CH:22]=[C:23]([NH:27][C:28]([NH2:30])=[NH:29])[CH:24]=[CH:25][CH:26]=1)([O-:20])=[O:19].[OH-].[Na+]. (7) Given the product [CH:11]1([N:16]2[CH2:17][CH2:18][N:19]([C:2]3[CH:7]=[C:6]([N+:8]([O-:10])=[O:9])[CH:5]=[CH:4][N:3]=3)[CH2:20][CH2:21]2)[CH2:12][CH2:13][CH2:14][CH2:15]1, predict the reactants needed to synthesize it. The reactants are: Cl[C:2]1[CH:7]=[C:6]([N+:8]([O-:10])=[O:9])[CH:5]=[CH:4][N:3]=1.[CH:11]1([N:16]2[CH2:21][CH2:20][NH:19][CH2:18][CH2:17]2)[CH2:15][CH2:14][CH2:13][CH2:12]1.C(N(CC)C(C)C)(C)C.